Dataset: Forward reaction prediction with 1.9M reactions from USPTO patents (1976-2016). Task: Predict the product of the given reaction. (1) Given the reactants [Cl:1][C:2]1[CH:7]=[CH:6][C:5]([C@H:8]2[CH2:14][C@H:13]3[N:15]([CH3:16])[C@H:10]([CH2:11][CH2:12]3)[CH:9]2[C:17]2[O:18][C:19]([C:22]3[CH:27]=[CH:26][CH:25]=[CH:24][CH:23]=3)=[N:20][N:21]=2)=[CH:4][CH:3]=1, predict the reaction product. The product is: [ClH:1].[Cl:1][C:2]1[CH:7]=[CH:6][C:5]([C@H:8]2[CH2:14][C@H:13]3[N:15]([CH3:16])[C@H:10]([CH2:11][CH2:12]3)[C@H:9]2[C:17]2[O:18][C:19]([C:22]3[CH:27]=[CH:26][CH:25]=[CH:24][CH:23]=3)=[N:20][N:21]=2)=[CH:4][CH:3]=1. (2) Given the reactants Br[C:2]1[C:7]([N+]([O-])=O)=[CH:6][CH:5]=[C:4]([Br:11])[C:3]=1[OH:12].C[Si]([C:17]#[C:18][C:19]1([OH:27])[CH:24]2[CH2:25][CH2:26][N:21]([CH2:22][CH2:23]2)[CH2:20]1)(C)C, predict the reaction product. The product is: [Br:11][C:4]1[C:3]2[O:12][C:18]([C:19]3([OH:27])[CH:24]4[CH2:25][CH2:26][N:21]([CH2:22][CH2:23]4)[CH2:20]3)=[CH:17][C:2]=2[CH:7]=[CH:6][CH:5]=1. (3) Given the reactants C[O:2][C:3]([CH:5]1[CH:10]([O:11]C(=O)C)[CH:9]([O:15]C(=O)C)[CH:8]([O:19]C(=O)C)[CH:7]([O:23][C:24](=[O:49])[NH:25][CH2:26][CH2:27][C:28]2[C:36]3[C:31](=[CH:32][CH:33]=[CH:34][CH:35]=3)[N:30]([S:37]([C:40]3[N:47]4[C:43]([S:44][CH:45]=[CH:46]4)=[N:42][C:41]=3[Cl:48])(=[O:39])=[O:38])[CH:29]=2)[O:6]1)=[O:4].CO.O[Li].O, predict the reaction product. The product is: [Cl:48][C:41]1[N:42]=[C:43]2[N:47]([C:40]=1[S:37]([N:30]1[C:31]3[C:36](=[CH:35][CH:34]=[CH:33][CH:32]=3)[C:28]([CH2:27][CH2:26][NH:25][C:24]([O:23][C@@H:7]3[O:6][C@H:5]([C:3]([OH:4])=[O:2])[C@@H:10]([OH:11])[C@H:9]([OH:15])[C@H:8]3[OH:19])=[O:49])=[CH:29]1)(=[O:38])=[O:39])[CH:46]=[CH:45][S:44]2.